From a dataset of NCI-60 drug combinations with 297,098 pairs across 59 cell lines. Regression. Given two drug SMILES strings and cell line genomic features, predict the synergy score measuring deviation from expected non-interaction effect. (1) Drug 1: C1C(C(OC1N2C=C(C(=O)NC2=O)F)CO)O. Drug 2: C1=NC2=C(N1)C(=S)N=CN2. Cell line: SW-620. Synergy scores: CSS=43.3, Synergy_ZIP=-1.97, Synergy_Bliss=0.707, Synergy_Loewe=-1.51, Synergy_HSA=5.64. (2) Drug 1: COC1=C(C=C2C(=C1)N=CN=C2NC3=CC(=C(C=C3)F)Cl)OCCCN4CCOCC4. Drug 2: CCN(CC)CCNC(=O)C1=C(NC(=C1C)C=C2C3=C(C=CC(=C3)F)NC2=O)C. Cell line: UACC62. Synergy scores: CSS=22.5, Synergy_ZIP=-5.46, Synergy_Bliss=1.62, Synergy_Loewe=1.89, Synergy_HSA=2.18. (3) Drug 1: C1CC(C1)(C(=O)O)C(=O)O.[NH2-].[NH2-].[Pt+2]. Cell line: DU-145. Drug 2: CN(CCCl)CCCl.Cl. Synergy scores: CSS=18.2, Synergy_ZIP=-1.95, Synergy_Bliss=-2.08, Synergy_Loewe=-9.65, Synergy_HSA=-0.787.